Task: Predict which catalyst facilitates the given reaction.. Dataset: Catalyst prediction with 721,799 reactions and 888 catalyst types from USPTO (1) Reactant: C([Li])CCC.Br[C:7]1[N:14]=[CH:13][CH:12]=[CH:11][C:8]=1[C:9]#[N:10].[Br:15][C:16]1[CH:17]=[C:18]2[C:29](=[CH:30][CH:31]=1)[O:28][C:21]1[C:22]([F:27])=[N:23][C:24]([Cl:26])=[CH:25][C:20]=1[C:19]2=[N:32]S(C(C)(C)C)=O.[NH4+].[Cl-]. Product: [Br:15][C:16]1[CH:17]=[C:18]2[C:19]3([C:7]4=[N:14][CH:13]=[CH:12][CH:11]=[C:8]4[C:9]([NH2:10])=[N:32]3)[C:20]3[CH:25]=[C:24]([Cl:26])[N:23]=[C:22]([F:27])[C:21]=3[O:28][C:29]2=[CH:30][CH:31]=1. The catalyst class is: 49. (2) Reactant: [OH:1][CH2:2][CH2:3][C@H:4]([NH:11][C:12]([CH:14]1[N:18](C(OC(C)(C)C)=O)[CH2:17][CH2:16][S:15]1)=[O:13])[C:5]1[CH:10]=[CH:9][CH:8]=[CH:7][CH:6]=1.[ClH:26]. Product: [ClH:26].[OH:1][CH2:2][CH2:3][C@H:4]([NH:11][C:12]([CH:14]1[NH:18][CH2:17][CH2:16][S:15]1)=[O:13])[C:5]1[CH:6]=[CH:7][CH:8]=[CH:9][CH:10]=1. The catalyst class is: 135. (3) The catalyst class is: 17. Product: [CH3:18][C:8]1[CH:13]=[CH:12][C:11]([S:14]([O:5][CH2:4][CH2:3][C:2]([OH:7])([CH3:6])[CH3:1])(=[O:16])=[O:15])=[CH:10][CH:9]=1. Reactant: [CH3:1][C:2]([OH:7])([CH3:6])[CH2:3][CH2:4][OH:5].[C:8]1([CH3:18])[CH:13]=[CH:12][C:11]([S:14](Cl)(=[O:16])=[O:15])=[CH:10][CH:9]=1.O. (4) Reactant: [H-].[Na+].[OH:3][C:4]1[CH:5]=[C:6]([CH:9]=[CH:10][C:11]=1[OH:12])[CH:7]=[O:8].[CH2:13](Cl)[C:14]1[CH:19]=[CH:18][CH:17]=[CH:16][CH:15]=1.O. Product: [CH2:13]([O:3][C:4]1[CH:5]=[C:6]([CH:9]=[CH:10][C:11]=1[OH:12])[CH:7]=[O:8])[C:14]1[CH:19]=[CH:18][CH:17]=[CH:16][CH:15]=1. The catalyst class is: 9. (5) Reactant: [O:1]1[CH2:5][CH2:4][C@@H:3]([O:6][C:7]2[CH:14]=[CH:13][C:10]([C:11]#[N:12])=[CH:9][C:8]=2[C:15]([F:18])([F:17])[F:16])[CH2:2]1.[NH2:19][OH:20]. Product: [OH:20][N:19]=[C:11]([NH2:12])[C:10]1[CH:13]=[CH:14][C:7]([O:6][C@@H:3]2[CH2:4][CH2:5][O:1][CH2:2]2)=[C:8]([C:15]([F:18])([F:16])[F:17])[CH:9]=1. The catalyst class is: 8. (6) Reactant: [CH2:1]([SH:3])[CH3:2].C(N(CC)CC)C.Cl[C:12]([O:14][C:15]1[CH:20]=[CH:19][C:18]([N+:21]([O-:23])=[O:22])=[CH:17][CH:16]=1)=[O:13].O. Product: [C:12](=[O:13])([O:14][C:15]1[CH:16]=[CH:17][C:18]([N+:21]([O-:23])=[O:22])=[CH:19][CH:20]=1)[S:3][CH2:1][CH3:2]. The catalyst class is: 112. (7) Reactant: Cl.[NH2:2][C@H:3]([C:6]1[CH:11]=[CH:10][C:9](SCC)=[CH:8][N:7]=1)[CH2:4][OH:5].O[O:16][S:17]([O-:19])=O.[K+].[CH3:21][C:22]#N. Product: [NH2:2][C@H:3]([C:6]1[CH:11]=[CH:10][C:9]([S:17]([CH2:21][CH3:22])(=[O:19])=[O:16])=[CH:8][N:7]=1)[CH2:4][OH:5]. The catalyst class is: 6. (8) Reactant: [Cl:1][C:2]1[CH:3]=[C:4]([NH:8][C:9]([N:11]2[CH2:16][CH2:15][C:14]3[NH:17][N:18]=[C:19]([C:20]([N:22]([OH:24])[CH3:23])=[O:21])[C:13]=3[CH2:12]2)=[O:10])[CH:5]=[CH:6][CH:7]=1.I[CH:26]1[CH2:29][N:28]([C:30]([O:32][C:33]([CH3:36])([CH3:35])[CH3:34])=[O:31])[CH2:27]1.C([O-])([O-])=O.[Cs+].[Cs+]. Product: [Cl:1][C:2]1[CH:3]=[C:4]([NH:8][C:9]([N:11]2[CH2:16][CH2:15][C:14]3[NH:17][N:18]=[C:19]([C:20]([N:22]([CH3:23])[O:24][CH:26]4[CH2:27][N:28]([C:30]([O:32][C:33]([CH3:36])([CH3:35])[CH3:34])=[O:31])[CH2:29]4)=[O:21])[C:13]=3[CH2:12]2)=[O:10])[CH:5]=[CH:6][CH:7]=1. The catalyst class is: 3.